From a dataset of Full USPTO retrosynthesis dataset with 1.9M reactions from patents (1976-2016). Predict the reactants needed to synthesize the given product. (1) Given the product [CH2:3]([O:10][C:11]1[C:16]([CH2:17][N:18]2[CH2:27][CH2:26][C:25]3[C:20](=[C:21]([Cl:33])[C:22]([CH:29]([OH:32])[CH2:30][CH3:31])=[CH:23][C:24]=3[Cl:28])[C:19]2=[O:34])=[C:15]([CH3:35])[CH:14]=[C:13]([CH3:36])[N:12]=1)[C:4]1[CH:9]=[CH:8][CH:7]=[CH:6][CH:5]=1, predict the reactants needed to synthesize it. The reactants are: [BH4-].[Na+].[CH2:3]([O:10][C:11]1[C:16]([CH2:17][N:18]2[CH2:27][CH2:26][C:25]3[C:20](=[C:21]([Cl:33])[C:22]([C:29](=[O:32])[CH2:30][CH3:31])=[CH:23][C:24]=3[Cl:28])[C:19]2=[O:34])=[C:15]([CH3:35])[CH:14]=[C:13]([CH3:36])[N:12]=1)[C:4]1[CH:9]=[CH:8][CH:7]=[CH:6][CH:5]=1. (2) Given the product [ClH:10].[NH2:8][C:7]1[NH:6][C:4]([N:2]([CH3:3])[CH3:1])=[N:5][CH:11]([CH3:12])[N:9]=1, predict the reactants needed to synthesize it. The reactants are: [CH3:1][N:2]([C:4]([N:6]=[C:7]([NH2:9])[NH2:8])=[NH:5])[CH3:3].[ClH:10].[CH3:11][CH:12]1OC(C)OC(C)O1. (3) Given the product [CH2:1]([O:8][C:9]([C:11]1[CH:12]=[C:13]([N:32]=[C:36]=[O:37])[N:14]2[C:19]=1[CH:18]=[CH:17][CH:16]=[CH:15]2)=[O:10])[C:2]1[CH:3]=[CH:4][CH:5]=[CH:6][CH:7]=1, predict the reactants needed to synthesize it. The reactants are: [CH2:1]([O:8][C:9]([C:11]1[CH:12]=[C:13](C(O)=O)[N:14]2[C:19]=1[CH:18]=[CH:17][CH:16]=[CH:15]2)=[O:10])[C:2]1[CH:7]=[CH:6][CH:5]=[CH:4][CH:3]=1.C(OC1C=C2C(=CC=1)[N:32]([C:36](N)=[O:37])C=C2N=C=O)C=C. (4) Given the product [CH3:11][C:7](=[CH:8][CH:9]=[CH:14][C:15](=[O:16])[CH3:17])[CH:6]=[N:5][OH:4], predict the reactants needed to synthesize it. The reactants are: [OH-].[Na+].C[O:4][N:5]=[CH:6][C:7]([CH3:11])=[CH:8][CH:9]=O.[Cl-].[NH4+].[CH3:14][C:15]([CH3:17])=[O:16]. (5) Given the product [F:27][C:2]([F:26])([F:1])[C:3]1[CH:4]=[C:5]([CH:19]=[C:20]([C:22]([F:25])([F:24])[F:23])[CH:21]=1)[CH2:6][NH:7][C:8]([C:10]1([CH2:15][CH:16]2[CH2:18][CH2:17]2)[CH2:14][CH2:13][N:12]([CH2:29][C:30]2[CH:38]=[CH:37][C:35]([OH:36])=[C:32]([O:33][CH3:34])[CH:31]=2)[CH2:11]1)=[O:9], predict the reactants needed to synthesize it. The reactants are: [F:1][C:2]([F:27])([F:26])[C:3]1[CH:4]=[C:5]([CH:19]=[C:20]([C:22]([F:25])([F:24])[F:23])[CH:21]=1)[CH2:6][NH:7][C:8]([C:10]1([CH2:15][CH:16]2[CH2:18][CH2:17]2)[CH2:14][CH2:13][NH:12][CH2:11]1)=[O:9].O=[CH:29][C:30]1[CH:38]=[CH:37][C:35]([OH:36])=[C:32]([O:33][CH3:34])[CH:31]=1.[BH-](OC(C)=O)(OC(C)=O)OC(C)=O.[Na+].